Predict the reactants needed to synthesize the given product. From a dataset of Full USPTO retrosynthesis dataset with 1.9M reactions from patents (1976-2016). (1) Given the product [C:50]([C:47]1[CH:48]=[C:49]2[C:44](=[CH:45][CH:46]=1)[NH:43][CH:42]=[C:41]2[CH2:40][CH2:39][CH2:38][N:21]1[CH2:20][CH2:19][N:18]([C:15]2[CH:14]=[CH:13][C:12]([N:11]3[CH:10]=[CH:9][C:8]4[N:7]=[C:6]([C:24]([NH2:26])=[O:25])[CH:5]=[CH:4][C:3]=4[C:2]3=[O:1])=[CH:17][CH:16]=2)[CH2:23][CH2:22]1)#[N:51], predict the reactants needed to synthesize it. The reactants are: [O:1]=[C:2]1[N:11]([C:12]2[CH:17]=[CH:16][C:15]([N:18]3[CH2:23][CH2:22][NH:21][CH2:20][CH2:19]3)=[CH:14][CH:13]=2)[CH:10]=[CH:9][C:8]2[N:7]=[C:6]([C:24]([NH2:26])=[O:25])[CH:5]=[CH:4][C:3]1=2.CC1C=CC(S(O[CH2:38][CH2:39][CH2:40][C:41]2[C:49]3[C:44](=[CH:45][CH:46]=[C:47]([C:50]#[N:51])[CH:48]=3)[NH:43][CH:42]=2)(=O)=O)=CC=1.C(=O)([O-])[O-].[K+].[K+].[I-].[K+]. (2) Given the product [F:25][C:26]1[CH:32]=[CH:31][C:29]([N:30]2[C:10]([C:7]3[CH:8]=[CH:9][C:4]([N+:1]([O-:3])=[O:2])=[CH:5][CH:6]=3)=[CH:11][CH:12]=[C:13]2[C:15]2[CH:20]=[CH:19][C:18]([N+:21]([O-:23])=[O:22])=[CH:17][CH:16]=2)=[CH:28][CH:27]=1, predict the reactants needed to synthesize it. The reactants are: [N+:1]([C:4]1[CH:9]=[CH:8][C:7]([C:10](=O)[CH2:11][CH2:12][C:13]([C:15]2[CH:20]=[CH:19][C:18]([N+:21]([O-:23])=[O:22])=[CH:17][CH:16]=2)=O)=[CH:6][CH:5]=1)([O-:3])=[O:2].[F:25][C:26]1[CH:32]=[CH:31][C:29]([NH2:30])=[CH:28][CH:27]=1. (3) Given the product [C:5]([OH:4])(=[O:27])[CH2:6][CH2:7][CH2:8][CH:9]=[CH:10][CH2:11][CH2:12][CH2:13][CH3:14], predict the reactants needed to synthesize it. The reactants are: C([O:4][CH2:5][CH2:6][CH2:7][CH2:8][CH:9]=[CH:10][CH2:11][CH2:12][CH2:13][CH3:14])(=O)C.C=CCCCC.C(O)(=[O:27])CCCC=C. (4) The reactants are: Br[CH2:2][CH2:3][C:4]1[CH:9]=[CH:8][CH:7]=[CH:6][CH:5]=1.[CH:10]1([C:13]#[N:14])[CH2:12][CH2:11]1. Given the product [CH2:2]([C:10]1([C:13]#[N:14])[CH2:12][CH2:11]1)[CH2:3][C:4]1[CH:9]=[CH:8][CH:7]=[CH:6][CH:5]=1, predict the reactants needed to synthesize it.